Dataset: Drug-target binding data from BindingDB using IC50 measurements. Task: Regression. Given a target protein amino acid sequence and a drug SMILES string, predict the binding affinity score between them. We predict pIC50 (pIC50 = -log10(IC50 in M); higher means more potent). Dataset: bindingdb_ic50. (1) The small molecule is O=C1NC(=O)C2C3c4ccccc4C(c4ccc(Cl)cc43)C12. The target protein (Q01815) has sequence MVNENTRMYVPEENHQGSNYGSPRPAHANMNANAAAGLAPEHIPTPGAALSWQAAIDAARQAKLMGSAGNATISTVSSTQRKRQQYGKPKKQGGTTATRPPRALLCLTLKNPIRRACISIVEWKPFEIIILLTIFANCVALAIYIPFPEDDSNATNSNLERVEYLFLIIFTVEAFLKVIAYGLLFHPNAYLRNGWNLLDFIIVVVGLFSAILEQATKADGANALGGKGAGFDVKALRAFRVLRPLRLVSGVPSLQVVLNSIIKAMVPLLHIALLVLFVIIIYAIIGLELFMGKMHKTCYNQEGIIDVPAEEDPSPCALETGHGRQCQNGTVCKPGWDGPKHGITNFDNFAFAMLTVFQCITMEGWTDVLYWMQDAMGYELPWVYFVSLVIFGSFFVLNLVLGVLSGEFSKEREKAKARGDFQKLREKQQLEEDLKGYLDWITQAEDIDPENEDEGMDEDKPRNMSMPTSETESVNTENVAGGDIEGENCGARLAHRISKS.... The pIC50 is 4.7. (2) The small molecule is COc1ccc2c(c1)c1c3c(c4c5ccccc5n(C)c4c1n2CCC#N)C(=O)NC3=O. The target protein (P16277) has sequence MGLLSSKRQVSEKGKGWSPVKIRTQDKAPPPLPPLVVFNHLAPPSPNQDPDEEERFVVALFDYAAVNDRDLQVLKGEKLQVLRSTGDWWLARSLVTGREGYVPSNFVAPVETLEVEKWFFRTISRKDAERQLLAPMNKAGSFLIRESESNKGAFSLSVKDITTQGEVVKHYKIRSLDNGGYYISPRITFPTLQALVQHYSKKGDGLCQKLTLPCVNLAPKNLWAQDEWEIPRQSLKLVRKLGSGQFGEVWMGYYKNNMKVAIKTLKEGTMSPEAFLGEANVMKTLQHERLVRLYAVVTREPIYIVTEYMARGCLLDFLKTDEGSRLSLPRLIDMSAQVAEGMAYIERMNSIHRDLRAANILVSETLCCKIADFGLARIIDSEYTAQEGAKFPIKWTAPEAIHFGVFTIKADVWSFGVLLMEIVTYGRVPYPGMSNPEVIRSLEHGYRMPCPETCPPELYNDIITECWRGRPEERPTFEFLQSVLEDFYTATEGQYELQP. The pIC50 is 5.0. (3) The small molecule is CCc1c(C(=O)C(N)=O)c2c(OC(C)C(=O)O)cccc2n1Cc1ccccc1. The target protein (P97391) has sequence MKGLLTLAWFLACSVPAVPGGLLELKSMIEKVTGKNAFKNYGFYGCYCGWGGRGTPKDGTDWCCQMHDRCYGQLEEKDCAIRTQSYDYRYTNGLVICEHDSFCPMRLCACDRKLVYCLRRNLWTYNPLYQYYPNFLC. The pIC50 is 7.2. (4) The small molecule is CCCCCCOC(=O)[C@]1(O)C[C@@H]2O[C@@]1(C)n1c3ccccc3c3c4c(c5c6ccccc6n2c5c31)C(=O)NC4. The target protein sequence is MGNAAAAKKGSEQESVKEFLAKAKEDFLKKWENPAQNTAHLDQFERIKTLGTGSFGRVMLVKHMETGNHYAMKILDKQKVVKLKQIEHTLNEKRILQAVNFPFLVKLEFSFKDNSNLYMVMEYMPGGEMFSHLRRIGRFSEPHARFYAAQIVLTFEYLHSLDLIYRDLKPENLLIDQQGYIQVTDFGFAKRVKGRTWTLCGTPEYLAPEIILSKGYNKAVDWWALGVLIYEMAAGYPPFFADQPIQIYEKIVSGKVRFPSHFSSDLKDLLRNLLQVDLTKRFGNLKNGVNDIKNHKWFATTDWIAIYQRKVEAPFIPKFKGPGDTSNFDDYEEEEIRVSINEKCGKEFSEF. The pIC50 is 6.7. (5) The small molecule is CC(=O)Nc1ccc(C(=O)Nc2ccc(F)cc2N)cc1. The target protein (Q13547) has sequence MAQTQGTRRKVCYYYDGDVGNYYYGQGHPMKPHRIRMTHNLLLNYGLYRKMEIYRPHKANAEEMTKYHSDDYIKFLRSIRPDNMSEYSKQMQRFNVGEDCPVFDGLFEFCQLSTGGSVASAVKLNKQQTDIAVNWAGGLHHAKKSEASGFCYVNDIVLAILELLKYHQRVLYIDIDIHHGDGVEEAFYTTDRVMTVSFHKYGEYFPGTGDLRDIGAGKGKYYAVNYPLRDGIDDESYEAIFKPVMSKVMEMFQPSAVVLQCGSDSLSGDRLGCFNLTIKGHAKCVEFVKSFNLPMLMLGGGGYTIRNVARCWTYETAVALDTEIPNELPYNDYFEYFGPDFKLHISPSNMTNQNTNEYLEKIKQRLFENLRMLPHAPGVQMQAIPEDAIPEESGDEDEDDPDKRISICSSDKRIACEEEFSDSEEEGEGGRKNSSNFKKAKRVKTEDEKEKDPEEKKEVTEEEKTKEEKPEAKGVKEEVKLA. The pIC50 is 6.0. (6) The small molecule is O=C1CCc2c(-c3ccc(F)cc3F)cc(C3CCNCC3)cc2N1c1c(Cl)cccc1Cl. The target protein sequence is MSQERPTFYRQELNKTIWEVPERYQNLSPVGSGAYGSVCAAFDTKTGHRVAVKKLSRPFQSIIHAKRTYRELRLLKHMKHENVIGLLDVFTPARSLEEFNDVYLVTHLMAADLNNIVKCQKLTDDHVQFLIYQILRGLKYIHSADIIHRDLKPSNLAVNEDCELKILDFGLARHTDDEMTGYVATRWYRAPEIMLNWMHYNQTVDIWSVGCIMAELLTGRTLFPGTDHIDQLKLILRLVGTPGAELLKKISSESARNYIQSLAQMPKMNFANVFIGANPLAVDLLEKMLVLDSDKRITAAQALAHAYFAQYHDPDDEPVADPYDQSFESRDLLIDEWKSLTYDEVISFVPPPLDQEEMES. The pIC50 is 8.2.